This data is from Reaction yield outcomes from USPTO patents with 853,638 reactions. The task is: Predict the reaction yield, written as a fraction of the theoretical maximum amount of product (1.0 means a 100% yield; for example, 0.34 means a 34% yield). (1) The reactants are [CH2:1](O)[CH2:2][CH2:3][CH2:4][CH2:5][CH2:6][CH:7]=[CH:8][CH:9]=[CH:10][CH2:11][CH3:12].C(N(CC)C(C)C)(C)C.CN(C)C=O.CS([Cl:32])(=O)=O. The catalyst is CCCCCC.O. The product is [Cl:32][CH2:1][CH2:2][CH2:3][CH2:4][CH2:5][CH2:6][CH:7]=[CH:8][CH:9]=[CH:10][CH2:11][CH3:12]. The yield is 0.804. (2) The reactants are [Cl:1][C:2]1[CH:17]=[CH:16][C:5]([CH:6]=[C:7]([CH:11]([CH3:15])[C:12]([OH:14])=O)[C:8]([OH:10])=[O:9])=[CH:4][CH:3]=1. The catalyst is FC(F)(F)S(O)(=O)=O. The product is [Cl:1][C:2]1[CH:3]=[C:4]2[C:5](=[CH:16][CH:17]=1)[CH:6]=[C:7]([C:8]([OH:10])=[O:9])[C:11]([CH3:15])=[C:12]2[OH:14]. The yield is 0.980. (3) The reactants are [Br:1][C:2]1[CH:7]=[CH:6][CH:5]=[CH:4][C:3]=1[CH2:8][CH2:9][C:10]([OH:12])=O.S(Cl)(Cl)=O.[Cl-].[Al+3].[Cl-].[Cl-]. The catalyst is ClCCCl.ClCCl. The product is [Br:1][C:2]1[CH:7]=[CH:6][CH:5]=[C:4]2[C:3]=1[CH2:8][CH2:9][C:10]2=[O:12]. The yield is 0.860. (4) The product is [Br:10][C:11]1[CH:12]=[N:13][C:14]([N:18]2[CH2:22][CH2:21][CH:20]([CH2:23][C:24]([O:26][C:27]([CH3:30])([CH3:29])[CH3:28])=[O:25])[CH2:19]2)=[N:15][CH:16]=1. The yield is 0.690. The catalyst is FC(F)(F)C1C=CC=CC=1.C(Cl)Cl. The reactants are C(N(C(C)C)C(C)C)C.[Br:10][C:11]1[CH:12]=[N:13][C:14](Cl)=[N:15][CH:16]=1.[NH:18]1[CH2:22][CH2:21][CH:20]([CH2:23][C:24]([O:26][C:27]([CH3:30])([CH3:29])[CH3:28])=[O:25])[CH2:19]1. (5) The reactants are [C:9](O[C:9]([O:11][C:12]([CH3:15])([CH3:14])[CH3:13])=[O:10])([O:11][C:12]([CH3:15])([CH3:14])[CH3:13])=[O:10].[OH-].[Na+].[Br:18][C:19]1[CH:20]=[C:21]([CH:23]=[CH:24][CH:25]=1)[NH2:22]. The catalyst is CCCCCCC. The product is [Br:18][C:19]1[CH:20]=[C:21]([NH:22][C:9](=[O:10])[O:11][C:12]([CH3:13])([CH3:14])[CH3:15])[CH:23]=[CH:24][CH:25]=1. The yield is 0.860.